From a dataset of Reaction yield outcomes from USPTO patents with 853,638 reactions. Predict the reaction yield, written as a fraction of the theoretical maximum amount of product (1.0 means a 100% yield; for example, 0.34 means a 34% yield). (1) The reactants are [Cl:1][C:2]1[N:7]=[C:6](Cl)[C:5]([Cl:9])=[CH:4][N:3]=1.[NH2:10][C:11]1[CH:21]=[CH:20][CH:19]=[CH:18][C:12]=1[C:13]([N:15]([CH3:17])[CH3:16])=[O:14].C(N(C(C)C)CC)(C)C. The catalyst is C(O)(C)C. The product is [Cl:1][C:2]1[N:7]=[C:6]([NH:10][C:11]2[CH:21]=[CH:20][CH:19]=[CH:18][C:12]=2[C:13]([N:15]([CH3:17])[CH3:16])=[O:14])[C:5]([Cl:9])=[CH:4][N:3]=1. The yield is 0.940. (2) The reactants are [C:1]1([C@@H:7]2[CH2:11][O:10][C:9](=[O:12])[N:8]2[CH:13]2[CH2:18][CH2:17][NH:16][CH2:15][CH2:14]2)[CH:6]=[CH:5][CH:4]=[CH:3][CH:2]=1.[CH:19]([C:21]1[CH:22]=[CH:23][C:24]([O:28][C:29]2[CH:36]=[CH:35][C:32]([C:33]#[N:34])=[C:31]([CH3:37])[CH:30]=2)=[N:25][C:26]=1[CH3:27])=O. The yield is 0.360. No catalyst specified. The product is [CH3:37][C:31]1[CH:30]=[C:29]([O:28][C:24]2[CH:23]=[CH:22][C:21]([CH2:19][N:16]3[CH2:17][CH2:18][CH:13]([N:8]4[C@H:7]([C:1]5[CH:2]=[CH:3][CH:4]=[CH:5][CH:6]=5)[CH2:11][O:10][C:9]4=[O:12])[CH2:14][CH2:15]3)=[C:26]([CH3:27])[N:25]=2)[CH:36]=[CH:35][C:32]=1[C:33]#[N:34]. (3) The reactants are C([O:8][C:9]1[C:14](=[O:15])[N:13]=[C:12]([CH2:16][C:17]2([C:23]3[CH:28]=[CH:27][CH:26]=[CH:25][CH:24]=3)[CH2:22][CH2:21][CH2:20][CH2:19][CH2:18]2)[N:11]2[CH2:29][CH2:30][N:31]([CH:34]([CH3:36])[CH3:35])[C:32](=[O:33])[C:10]=12)C1C=CC=CC=1.Cl. The catalyst is CO. The product is [OH:8][C:9]1[C:14](=[O:15])[N:13]=[C:12]([CH2:16][C:17]2([C:23]3[CH:28]=[CH:27][CH:26]=[CH:25][CH:24]=3)[CH2:18][CH2:19][CH2:20][CH2:21][CH2:22]2)[N:11]2[CH2:29][CH2:30][N:31]([CH:34]([CH3:36])[CH3:35])[C:32](=[O:33])[C:10]=12. The yield is 0.480. (4) The reactants are [CH2:1]([O:8][C:9]([N:11]1[CH2:16][CH2:15][N:14]([C:17]2[CH:22]=[CH:21][C:20]([N:23]3[CH2:27][CH:26]([CH2:28][OH:29])[O:25][C:24]3=[O:30])=[CH:19][C:18]=2[F:31])[CH2:13][CH2:12]1)=[O:10])[C:2]1[CH:7]=[CH:6][CH:5]=[CH:4][CH:3]=1.[C:32]1([CH3:42])[CH:37]=[CH:36][C:35]([S:38](Cl)(=[O:40])=[O:39])=[CH:34][CH:33]=1. The catalyst is N1C=CC=CC=1. The product is [F:31][C:18]1[CH:19]=[C:20]([N:23]2[CH2:27][C@H:26]([CH2:28][O:29][S:38]([C:35]3[CH:36]=[CH:37][C:32]([CH3:42])=[CH:33][CH:34]=3)(=[O:40])=[O:39])[O:25][C:24]2=[O:30])[CH:21]=[CH:22][C:17]=1[N:14]1[CH2:13][CH2:12][N:11]([C:9]([O:8][CH2:1][C:2]2[CH:3]=[CH:4][CH:5]=[CH:6][CH:7]=2)=[O:10])[CH2:16][CH2:15]1. The yield is 0.810. (5) The reactants are [CH3:1][C:2]1[N:3]([CH:15]([CH:17]2[CH2:22][CH2:21][O:20][CH2:19][CH2:18]2)[CH3:16])[C:4]2[C:9]([C:10]=1[C:11]([O:13]C)=[O:12])=[CH:8][CH:7]=[CH:6][CH:5]=2.C(O)C.[OH-].[Na+]. No catalyst specified. The product is [CH3:1][C:2]1[N:3]([CH:15]([CH:17]2[CH2:18][CH2:19][O:20][CH2:21][CH2:22]2)[CH3:16])[C:4]2[C:9]([C:10]=1[C:11]([OH:13])=[O:12])=[CH:8][CH:7]=[CH:6][CH:5]=2. The yield is 0.930. (6) The reactants are C(C1C=C(NC2N=C(NC3C=CC=C(C(O)=O)C=3)C(F)=CN=2)C=CC=1)(O)=O.C[O:29][C:30]([C:32]1[CH:37]=[CH:36][C:35]([NH:38][C:39]2[N:44]=[C:43]([NH:45][C:46]3[CH:51]=[CH:50][C:49]([C:52]([O:54]C)=[O:53])=[CH:48][CH:47]=3)[C:42]([F:56])=[CH:41][N:40]=2)=[CH:34][CH:33]=1)=[O:31].[OH-].[Na+]. No catalyst specified. The product is [C:30]([C:32]1[CH:37]=[CH:36][C:35]([NH:38][C:39]2[N:44]=[C:43]([NH:45][C:46]3[CH:51]=[CH:50][C:49]([C:52]([OH:54])=[O:53])=[CH:48][CH:47]=3)[C:42]([F:56])=[CH:41][N:40]=2)=[CH:34][CH:33]=1)([OH:31])=[O:29]. The yield is 0.590. (7) The reactants are Br[CH:2]([C:6]1[CH:11]=[CH:10][CH:9]=[CH:8][CH:7]=1)[C:3]([OH:5])=[O:4].[Cl:12][C:13]1[CH:18]=[CH:17][C:16]([NH2:19])=[CH:15][CH:14]=1. The catalyst is C(#N)C. The product is [Cl:12][C:13]1[CH:18]=[CH:17][C:16]([NH:19][CH:2]([C:6]2[CH:11]=[CH:10][CH:9]=[CH:8][CH:7]=2)[C:3]([OH:5])=[O:4])=[CH:15][CH:14]=1. The yield is 0.470.